Dataset: Catalyst prediction with 721,799 reactions and 888 catalyst types from USPTO. Task: Predict which catalyst facilitates the given reaction. (1) Reactant: [Br:1][C:2]1[CH:3]=[C:4]2[C:9](=[CH:10][CH:11]=1)[CH2:8][C:7](=O)[CH2:6][CH2:5]2.Cl.[CH3:14][NH2:15].[C-]#N.[K+].Cl.[O-:20][C:21]#[N:22].[K+].C[CH2:25][OH:26]. Product: [Br:1][C:2]1[CH:3]=[C:4]2[C:9](=[CH:10][CH:11]=1)[CH2:8][C:7]1([C:21](=[O:20])[NH:22][C:25](=[O:26])[N:15]1[CH3:14])[CH2:6][CH2:5]2. The catalyst class is: 6. (2) The catalyst class is: 324. Reactant: Cl[Si](C)(C)C.Br[CH2:7][C:8]([O:10][C:11]([CH3:14])([CH3:13])[CH3:12])=[O:9].[F:15][C:16]1[C:23]([O:24][CH3:25])=[CH:22][CH:21]=[CH:20][C:17]=1[CH:18]=[O:19]. Product: [F:15][C:16]1[C:23]([O:24][CH3:25])=[CH:22][CH:21]=[CH:20][C:17]=1[CH:18]([OH:19])[CH2:7][C:8]([O:10][C:11]([CH3:14])([CH3:13])[CH3:12])=[O:9]. (3) Reactant: [NH2:1][C:2]1[S:3][C:4]([O:12][CH3:13])=[C:5]([C:7]([NH:9][CH2:10][CH3:11])=[O:8])[N:6]=1.[Cl:14][CH2:15][C:16](=O)[CH2:17][C:18](OCC)=[O:19].C(N(CC)CC)C.O. Product: [Cl:14][CH2:15][C:16]1[N:1]=[C:2]2[S:3][C:4]([O:12][CH3:13])=[C:5]([C:7]([NH:9][CH2:10][CH3:11])=[O:8])[N:6]2[C:18](=[O:19])[CH:17]=1. The catalyst class is: 5. (4) Reactant: [Cl:1][C:2]1[CH:7]=[C:6]([NH2:8])[C:5]([I:9])=[CH:4][C:3]=1[C:10]1[CH:15]=[CH:14][C:13]([C:16]2[CH:21]=[CH:20][C:19]([S:22]([CH3:25])(=[O:24])=[O:23])=[CH:18][CH:17]=2)=[CH:12][CH:11]=1.CCN(C(C)C)C(C)C.[F:35][C:36]([F:47])([F:46])[C:37](O[C:37](=[O:38])[C:36]([F:47])([F:46])[F:35])=[O:38]. Product: [Cl:1][C:2]1[CH:7]=[C:6]([NH:8][C:37](=[O:38])[C:36]([F:47])([F:46])[F:35])[C:5]([I:9])=[CH:4][C:3]=1[C:10]1[CH:15]=[CH:14][C:13]([C:16]2[CH:21]=[CH:20][C:19]([S:22]([CH3:25])(=[O:24])=[O:23])=[CH:18][CH:17]=2)=[CH:12][CH:11]=1. The catalyst class is: 2.